This data is from Retrosynthesis with 50K atom-mapped reactions and 10 reaction types from USPTO. The task is: Predict the reactants needed to synthesize the given product. (1) Given the product CCOC(=O)CCc1cn(Cc2ccc(OCc3nc(-c4ccccc4)oc3C)cc2)nc1-c1ccc(OC)cc1, predict the reactants needed to synthesize it. The reactants are: CCOC(=O)CCc1cn(Cc2ccc(OCc3nc(-c4ccccc4)oc3C)cc2)nc1OS(=O)(=O)C(F)(F)F.COc1ccc(B(O)O)cc1. (2) Given the product CS(=O)(=O)CC(=O)N[C@H]1CC[C@H](CCN2CCCCC2c2coc3cccc-3c2)CC1, predict the reactants needed to synthesize it. The reactants are: CS(=O)(=O)CC(=O)O.N[C@H]1CC[C@H](CCN2CCCCC2c2coc3cccc-3c2)CC1. (3) Given the product CCn1c(=O)n(C2CCN(c3ncnc4cc(OC)c(OC)cc34)CC2)c(=O)c2cc([N+](=O)[O-])ccc21, predict the reactants needed to synthesize it. The reactants are: CCI.COc1cc2ncnc(N3CCC(n4c(=O)[nH]c5ccc([N+](=O)[O-])cc5c4=O)CC3)c2cc1OC. (4) The reactants are: COc1ccc(C(O)Cc2c(Cl)cncc2Cl)c2c1OCCO2. Given the product COc1ccc(C(=O)Cc2c(Cl)cncc2Cl)c2c1OCCO2, predict the reactants needed to synthesize it.